This data is from Cav3 T-type calcium channel HTS with 100,875 compounds. The task is: Binary Classification. Given a drug SMILES string, predict its activity (active/inactive) in a high-throughput screening assay against a specified biological target. The drug is O=C(N1CCCC1)c1c(NC(=O)CCCC(O)=O)cccc1. The result is 0 (inactive).